Task: Predict the product of the given reaction.. Dataset: Forward reaction prediction with 1.9M reactions from USPTO patents (1976-2016) Given the reactants C([O:3][C:4]([CH:6]1[CH2:10][CH2:9][N:8]([C:11]2[CH:16]=[CH:15][C:14]([O:17][CH2:18][C:19]3[CH:24]=[CH:23][CH:22]=[C:21]([F:25])[CH:20]=3)=[CH:13][CH:12]=2)[C:7]1=[O:26])=O)C.[CH3:27][NH2:28].O, predict the reaction product. The product is: [CH3:27][NH:28][C:4]([CH:6]1[CH2:10][CH2:9][N:8]([C:11]2[CH:16]=[CH:15][C:14]([O:17][CH2:18][C:19]3[CH:24]=[CH:23][CH:22]=[C:21]([F:25])[CH:20]=3)=[CH:13][CH:12]=2)[C:7]1=[O:26])=[O:3].